Dataset: Reaction yield outcomes from USPTO patents with 853,638 reactions. Task: Predict the reaction yield, written as a fraction of the theoretical maximum amount of product (1.0 means a 100% yield; for example, 0.34 means a 34% yield). (1) The reactants are Cl.[CH2:2]([O:4][C:5](=[O:10])[C@H:6]([CH2:8][SH:9])[NH2:7])[CH3:3].[C:22]([O:21][C:19](O[C:19]([O:21][C:22]([CH3:25])([CH3:24])[CH3:23])=[O:20])=[O:20])([CH3:25])([CH3:24])[CH3:23].C(N(CC)CC)C.[CH2:33]([O:35][C:36](=[O:39])[CH2:37]Br)[CH3:34]. The catalyst is C(Cl)Cl. The product is [C:22]([O:21][C:19]([NH:7][C@H:6]([C:5]([O:4][CH2:2][CH3:3])=[O:10])[CH2:8][S:9][CH2:37][C:36]([O:35][CH2:33][CH3:34])=[O:39])=[O:20])([CH3:23])([CH3:24])[CH3:25]. The yield is 0.560. (2) The reactants are [N:1]1([C:9]2[CH:10]=[N:11][CH:12]=[C:13]([CH:16]=2)[C:14]#[N:15])[CH2:5][CH2:4][C@H:3]2[CH2:6][NH:7][CH2:8][C@@H:2]12.[C:17]([OH:24])(=[O:23])/[CH:18]=[CH:19]/[C:20]([OH:22])=[O:21]. No catalyst specified. The product is [C:17]([OH:24])(=[O:23])/[CH:18]=[CH:19]/[C:20]([OH:22])=[O:21].[N:1]1([C:9]2[CH:10]=[N:11][CH:12]=[C:13]([CH:16]=2)[C:14]#[N:15])[CH2:5][CH2:4][C@H:3]2[CH2:6][NH:7][CH2:8][C@@H:2]12. The yield is 0.360. (3) The reactants are Br[C:2]1[CH:11]=[CH:10][C:9]([F:12])=[CH:8][C:3]=1[C:4]([O:6]C)=O.CC1(C)C(C)(C)OB([C:21]2[CH:27]=[CH:26][CH:25]=[CH:24][C:22]=2[NH2:23])O1.C(=O)([O-])[O-].[Na+].[Na+]. The catalyst is C(O)C.C([O-])(=O)C.[Pd+2].C([O-])(=O)C.C1(P(C2CCCCC2)C2C=CC=CC=2C2C(OC)=CC=CC=2OC)CCCCC1. The product is [F:12][C:9]1[CH:10]=[CH:11][C:2]2[C:3](=[C:4]([OH:6])[N:23]=[C:22]3[C:24]=2[CH:25]=[CH:26][CH:27]=[CH:21]3)[CH:8]=1. The yield is 0.650. (4) The reactants are Br[C:2]1[CH:11]=[CH:10][CH:9]=[C:8]2[C:3]=1[CH2:4][CH2:5][N:6]([CH2:13][CH:14]1[CH2:16][CH2:15]1)[C:7]2=[O:12].[C:17](=[O:24])([O:19][C:20]([CH3:23])([CH3:22])[CH3:21])[NH2:18].CC(C1C=C(C(C)C)C(C2C=CC=CC=2P(C2CCCCC2)C2CCCCC2)=C(C(C)C)C=1)C.CC(C)([O-])C.[Na+]. The catalyst is O1CCOCC1.C(Cl)Cl.C1C=CC(/C=C/C(/C=C/C2C=CC=CC=2)=O)=CC=1.C1C=CC(/C=C/C(/C=C/C2C=CC=CC=2)=O)=CC=1.C1C=CC(/C=C/C(/C=C/C2C=CC=CC=2)=O)=CC=1.[Pd].[Pd]. The product is [C:20]([O:19][C:17](=[O:24])[NH:18][C:2]1[CH:11]=[CH:10][CH:9]=[C:8]2[C:3]=1[CH2:4][CH2:5][N:6]([CH2:13][CH:14]1[CH2:16][CH2:15]1)[C:7]2=[O:12])([CH3:23])([CH3:22])[CH3:21]. The yield is 0.680. (5) The reactants are CO.[C:3]([O:7][C:8]([NH:10][C@@H:11]([CH2:28][C:29]1[CH:34]=[CH:33][C:32]([O:35]CC2C=CC=CC=2)=[C:31]([O:43]CC2C=CC=CC=2)[CH:30]=1)[C:12]([O:14][C@H:15]([CH3:27])[C@H:16]([O:18][C:19]([C:21]1[CH:26]=[CH:25][CH:24]=[CH:23][CH:22]=1)=[O:20])[CH3:17])=[O:13])=[O:9])([CH3:6])([CH3:5])[CH3:4]. The catalyst is O1CCCC1.[Pd]. The product is [OH:43][C:31]1[CH:30]=[C:29]([CH2:28][C@H:11]([NH:10][C:8]([O:7][C:3]([CH3:5])([CH3:4])[CH3:6])=[O:9])[C:12]([O:14][C@H:15]([CH3:27])[C@H:16]([O:18][C:19]([C:21]2[CH:22]=[CH:23][CH:24]=[CH:25][CH:26]=2)=[O:20])[CH3:17])=[O:13])[CH:34]=[CH:33][C:32]=1[OH:35]. The yield is 0.950.